This data is from Reaction yield outcomes from USPTO patents with 853,638 reactions. The task is: Predict the reaction yield, written as a fraction of the theoretical maximum amount of product (1.0 means a 100% yield; for example, 0.34 means a 34% yield). (1) The reactants are [C:1]([O:5][C:6](=[O:37])[NH:7][C:8]1([C:12]2[CH:17]=[CH:16][C:15]([C:18]3[C:27](=[O:28])[C:26]4[C:21](=[C:22]([NH2:30])[C:23]([NH2:29])=[CH:24][CH:25]=4)[O:20][C:19]=3[C:31]3[CH:36]=[CH:35][CH:34]=[CH:33][CH:32]=3)=[CH:14][CH:13]=2)[CH2:11][CH2:10][CH2:9]1)([CH3:4])([CH3:3])[CH3:2].[CH3:38][C:39](C)(C)C([O-])([O-])[O-].II. The catalyst is CC#N. The product is [C:1]([O:5][C:6](=[O:37])[NH:7][C:8]1([C:12]2[CH:13]=[CH:14][C:15]([C:18]3[C:27](=[O:28])[C:26]4[CH:25]=[CH:24][C:23]5[N:29]=[C:38]([CH3:39])[NH:30][C:22]=5[C:21]=4[O:20][C:19]=3[C:31]3[CH:32]=[CH:33][CH:34]=[CH:35][CH:36]=3)=[CH:16][CH:17]=2)[CH2:11][CH2:10][CH2:9]1)([CH3:4])([CH3:2])[CH3:3]. The yield is 0.420. (2) The yield is 0.960. The reactants are [CH3:1][N:2]([CH2:4][C:5]1[CH:14]=[CH:13][C:8]([C:9]([O:11]C)=[O:10])=[C:7]([NH:15][C:16](=[O:44])[C@H:17]([NH:29][C:30]([N:32]2[CH2:37][CH2:36][CH:35]([C:38]3[CH:43]=[CH:42][CH:41]=[CH:40][CH:39]=3)[CH2:34][CH2:33]2)=[O:31])[C@H:18]([C:20]2[C:28]3[C:23](=[CH:24][CH:25]=[CH:26][CH:27]=3)[NH:22][CH:21]=2)[CH3:19])[CH:6]=1)[CH3:3].CO.[OH-].[Na+].Cl. The catalyst is C1COCC1. The product is [CH3:1][N:2]([CH2:4][C:5]1[CH:14]=[CH:13][C:8]([C:9]([OH:11])=[O:10])=[C:7]([NH:15][C:16](=[O:44])[C@H:17]([NH:29][C:30]([N:32]2[CH2:37][CH2:36][CH:35]([C:38]3[CH:39]=[CH:40][CH:41]=[CH:42][CH:43]=3)[CH2:34][CH2:33]2)=[O:31])[C@H:18]([C:20]2[C:28]3[C:23](=[CH:24][CH:25]=[CH:26][CH:27]=3)[NH:22][CH:21]=2)[CH3:19])[CH:6]=1)[CH3:3]. (3) The catalyst is C(OCC)(=O)C. The reactants are C([O:4][CH2:5][C:6]([CH3:45])([CH3:44])[CH2:7][N:8]1[C:14]2[CH:15]=[CH:16][C:17]([Cl:19])=[CH:18][C:13]=2[C@@H:12]([C:20]2[CH:25]=[CH:24][CH:23]=[C:22]([O:26][CH3:27])[C:21]=2[O:28][CH3:29])[O:11][C@H:10]([CH2:30][C:31]2[S:32][CH:33]=[C:34]([CH2:36][CH2:37][C:38]([O:40]CC)=[O:39])[N:35]=2)[C:9]1=[O:43])(=O)C.[OH-].[Na+].C(O)C.Cl. The product is [Cl:19][C:17]1[CH:16]=[CH:15][C:14]2[N:8]([CH2:7][C:6]([CH3:44])([CH3:45])[CH2:5][OH:4])[C:9](=[O:43])[C@@H:10]([CH2:30][C:31]3[S:32][CH:33]=[C:34]([CH2:36][CH2:37][C:38]([OH:40])=[O:39])[N:35]=3)[O:11][C@H:12]([C:20]3[CH:25]=[CH:24][CH:23]=[C:22]([O:26][CH3:27])[C:21]=3[O:28][CH3:29])[C:13]=2[CH:18]=1. The yield is 0.960. (4) The reactants are [N+:1]([C:4]1[CH:12]=[C:11]2[C:7]([CH:8]=[CH:9][NH:10]2)=[CH:6][CH:5]=1)([O-:3])=[O:2].[C:13]([O-])([O-])=O.[K+].[K+].CI.O. The catalyst is CN(C=O)C. The product is [CH3:13][N:10]1[C:11]2[C:7](=[CH:6][CH:5]=[C:4]([N+:1]([O-:3])=[O:2])[CH:12]=2)[CH:8]=[CH:9]1. The yield is 0.980. (5) The reactants are [NH2:1][C:2]1[CH:7]=[C:6]([C:8]([F:11])([F:10])[F:9])[CH:5]=[CH:4][C:3]=1[S:12]([NH:15][C:16]1[CH:17]=[CH:18][CH:19]=[C:20]2[C:25]=1[N:24]=[CH:23][CH:22]=[CH:21]2)(=[O:14])=[O:13].[C:26](Cl)(=[O:30])[CH:27]([CH3:29])[CH3:28].CCN(C(C)C)C(C)C. No catalyst specified. The product is [N:24]1[C:25]2[C:20](=[CH:19][CH:18]=[CH:17][C:16]=2[NH:15][S:12]([C:3]2[CH:4]=[CH:5][C:6]([C:8]([F:9])([F:11])[F:10])=[CH:7][C:2]=2[NH:1][C:26](=[O:30])[CH:27]([CH3:29])[CH3:28])(=[O:13])=[O:14])[CH:21]=[CH:22][CH:23]=1. The yield is 0.430. (6) The product is [NH:4]1[CH:5]=[N:6][C:2]([S:1][CH2:8][CH2:9][CH2:10][CH2:11][CH2:12][CH2:13][CH2:14][CH2:15][S:1][C:2]2[N:6]=[CH:5][NH:4][N:3]=2)=[N:3]1. The yield is 0.300. The catalyst is C(O)C. The reactants are [SH:1][C:2]1[N:6]=[CH:5][NH:4][N:3]=1.I[CH2:8][CH2:9][CH2:10][CH2:11][CH2:12][CH2:13][CH2:14][CH2:15]I.